The task is: Predict the reactants needed to synthesize the given product.. This data is from Full USPTO retrosynthesis dataset with 1.9M reactions from patents (1976-2016). (1) Given the product [OH:2][C:3]1[CH:4]=[N:5][CH:6]=[CH:7][C:8]=1[CH:9]1[CH2:10][CH2:11][CH:12]([N:15]2[CH2:18][CH:17]([NH:19][C:20]([CH2:22][NH:23][C:24](=[O:35])[C:25]3[CH:30]=[CH:29][CH:28]=[C:27]([C:31]([F:34])([F:33])[F:32])[CH:26]=3)=[O:21])[CH2:16]2)[CH2:13][CH2:14]1, predict the reactants needed to synthesize it. The reactants are: C[O:2][C:3]1[CH:4]=[N:5][CH:6]=[CH:7][C:8]=1[CH:9]1[CH2:14][CH2:13][CH:12]([N:15]2[CH2:18][CH:17]([NH:19][C:20]([CH2:22][NH:23][C:24](=[O:35])[C:25]3[CH:30]=[CH:29][CH:28]=[C:27]([C:31]([F:34])([F:33])[F:32])[CH:26]=3)=[O:21])[CH2:16]2)[CH2:11][CH2:10]1.B(Br)(Br)Br. (2) Given the product [F:1][C:2]1[C:7]([C:8]([F:9])([F:11])[F:10])=[CH:6][CH:5]=[CH:4][C:3]=1[C:12]1[N:16]([CH2:25][C:26]2[CH:31]=[CH:30][CH:29]=[CH:28][C:27]=2[CH3:32])[N:15]=[N:14][N:13]=1, predict the reactants needed to synthesize it. The reactants are: [F:1][C:2]1[C:7]([C:8]([F:11])([F:10])[F:9])=[CH:6][CH:5]=[CH:4][C:3]=1[C:12]1[NH:16][N:15]=[N:14][N:13]=1.C(N(CC)CC)C.Br[CH2:25][C:26]1[CH:31]=[CH:30][CH:29]=[CH:28][C:27]=1[CH3:32].O.